The task is: Predict the reaction yield, written as a fraction of the theoretical maximum amount of product (1.0 means a 100% yield; for example, 0.34 means a 34% yield).. This data is from Reaction yield outcomes from USPTO patents with 853,638 reactions. (1) The reactants are [CH2:1]1[C:10]2[C:5](=[CH:6][CH:7]=[CH:8][CH:9]=2)[CH2:4][CH2:3][N:2]1[C:11]1[N:12]=C(C#N)[CH:14]=[C:15]2[C:19]([CH3:20])=[C:18]([CH3:21])[N:17]([CH2:22][C:23]3[CH:28]=[CH:27][C:26]([F:29])=[CH:25][CH:24]=3)[C:16]=12.[OH-:32].[K+].Cl.[CH2:35]([OH:37])[CH3:36]. The catalyst is O. The product is [CH2:1]1[C:10]2[C:5](=[CH:6][CH:7]=[CH:8][CH:9]=2)[CH2:4][CH2:3][N:2]1[C:11]1[N:12]=[C:36]([C:35]([OH:32])=[O:37])[CH:14]=[C:15]2[C:19]([CH3:20])=[C:18]([CH3:21])[N:17]([CH2:22][C:23]3[CH:28]=[CH:27][C:26]([F:29])=[CH:25][CH:24]=3)[C:16]=12. The yield is 0.810. (2) The reactants are [C:1]([NH:5][C:6]([C:8]1[C:16]2[C:11](=[N:12][CH:13]=[C:14]([NH:17][C:18]3[S:22][N:21]=[C:20]([CH3:23])[N:19]=3)[N:15]=2)[N:10](COCC[Si](C)(C)C)[CH:9]=1)=[O:7])([CH3:4])([CH3:3])[CH3:2].FC(F)(F)C(O)=O. The catalyst is ClCCl. The product is [C:1]([NH:5][C:6]([C:8]1[C:16]2[C:11](=[N:12][CH:13]=[C:14]([NH:17][C:18]3[S:22][N:21]=[C:20]([CH3:23])[N:19]=3)[N:15]=2)[NH:10][CH:9]=1)=[O:7])([CH3:4])([CH3:3])[CH3:2]. The yield is 0.980. (3) The reactants are C[O:2][C:3](=O)[CH2:4][CH2:5][C:6]1[CH:15]=[CH:14][C:9]([C:10](OC)=[O:11])=[CH:8][CH:7]=1.O.[NH2:18][NH2:19].O.[NH:21](C(=O)CCC1C=C(C=CC=1)C(OC)=O)[NH2:22]. The catalyst is CO. The product is [NH:18]([C:3](=[O:2])[CH2:4][CH2:5][C:6]1[CH:15]=[CH:14][C:9]([C:10]([NH:21][NH2:22])=[O:11])=[CH:8][CH:7]=1)[NH2:19]. The yield is 0.560. (4) The reactants are [C:1]1([C:35]2[CH:40]=[CH:39][CH:38]=[CH:37][CH:36]=2)[CH:6]=[C:5]([CH2:7][NH:8][CH2:9][CH2:10][CH2:11][NH:12][CH2:13][CH2:14][CH2:15][NH:16][CH2:17][CH:18]([CH3:20])[CH3:19])[CH:4]=[C:3]([CH2:21][NH:22][CH2:23][CH2:24][CH2:25][NH:26][CH2:27][CH2:28][CH2:29][NH:30][CH2:31][CH:32]([CH3:34])[CH3:33])[CH:2]=1.[ClH:41]. No catalyst specified. The product is [ClH:41].[C:1]1([C:35]2[CH:40]=[CH:39][CH:38]=[CH:37][CH:36]=2)[CH:2]=[C:3]([CH2:21][NH:22][CH2:23][CH2:24][CH2:25][NH:26][CH2:27][CH2:28][CH2:29][NH:30][CH2:31][CH:32]([CH3:33])[CH3:34])[CH:4]=[C:5]([CH2:7][NH:8][CH2:9][CH2:10][CH2:11][NH:12][CH2:13][CH2:14][CH2:15][NH:16][CH2:17][CH:18]([CH3:19])[CH3:20])[CH:6]=1. The yield is 0.890.